Dataset: Forward reaction prediction with 1.9M reactions from USPTO patents (1976-2016). Task: Predict the product of the given reaction. (1) Given the reactants [C:1]([NH:4][C:5]1[CH:10]=[CH:9][C:8]([S:11][CH2:12][CH2:13][CH2:14][C:15]([OH:17])=O)=[CH:7][CH:6]=1)(=[O:3])[CH3:2].[CH3:18][O:19][C:20]1[CH:28]=[CH:27][CH:26]=[CH:25][C:21]=1[CH2:22][NH:23][CH3:24], predict the reaction product. The product is: [C:1]([NH:4][C:5]1[CH:6]=[CH:7][C:8]([S:11][CH2:12][CH2:13][CH2:14][C:15]([N:23]([CH2:22][C:21]2[CH:25]=[CH:26][CH:27]=[CH:28][C:20]=2[O:19][CH3:18])[CH3:24])=[O:17])=[CH:9][CH:10]=1)(=[O:3])[CH3:2]. (2) Given the reactants Cl.Cl.[NH2:3][CH:4]1[CH:9]2[CH2:10][CH2:11][N:6]([CH2:7][CH2:8]2)[CH2:5]1.[I:12][C:13]1[CH:21]=[CH:20][C:16]([C:17](Cl)=[O:18])=[CH:15][C:14]=1[N+:22]([O-:24])=[O:23].C(N(CC)CC)C, predict the reaction product. The product is: [N:6]12[CH2:11][CH2:10][CH:9]([CH2:8][CH2:7]1)[CH:4]([NH:3][C:17](=[O:18])[C:16]1[CH:20]=[CH:21][C:13]([I:12])=[C:14]([N+:22]([O-:24])=[O:23])[CH:15]=1)[CH2:5]2.